From a dataset of NCI-60 drug combinations with 297,098 pairs across 59 cell lines. Regression. Given two drug SMILES strings and cell line genomic features, predict the synergy score measuring deviation from expected non-interaction effect. Drug 1: CN1CCC(CC1)COC2=C(C=C3C(=C2)N=CN=C3NC4=C(C=C(C=C4)Br)F)OC. Drug 2: C(CN)CNCCSP(=O)(O)O. Cell line: NCI-H322M. Synergy scores: CSS=44.2, Synergy_ZIP=-0.554, Synergy_Bliss=-3.06, Synergy_Loewe=-46.2, Synergy_HSA=-3.66.